From a dataset of NCI-60 drug combinations with 297,098 pairs across 59 cell lines. Regression. Given two drug SMILES strings and cell line genomic features, predict the synergy score measuring deviation from expected non-interaction effect. (1) Drug 1: C1=CN(C(=O)N=C1N)C2C(C(C(O2)CO)O)O.Cl. Drug 2: CN(CCCl)CCCl.Cl. Cell line: OVCAR-5. Synergy scores: CSS=23.1, Synergy_ZIP=-4.53, Synergy_Bliss=-1.91, Synergy_Loewe=-2.43, Synergy_HSA=0.851. (2) Drug 1: C1=NC2=C(N1)C(=S)N=C(N2)N. Synergy scores: CSS=22.0, Synergy_ZIP=-20.8, Synergy_Bliss=-22.5, Synergy_Loewe=-16.6, Synergy_HSA=-14.8. Drug 2: C1C(C(OC1N2C=C(C(=O)NC2=O)F)CO)O. Cell line: OVCAR-5.